Dataset: NCI-60 drug combinations with 297,098 pairs across 59 cell lines. Task: Regression. Given two drug SMILES strings and cell line genomic features, predict the synergy score measuring deviation from expected non-interaction effect. (1) Drug 1: CN1C2=C(C=C(C=C2)N(CCCl)CCCl)N=C1CCCC(=O)O.Cl. Drug 2: COCCOC1=C(C=C2C(=C1)C(=NC=N2)NC3=CC=CC(=C3)C#C)OCCOC.Cl. Cell line: UACC62. Synergy scores: CSS=3.27, Synergy_ZIP=-2.00, Synergy_Bliss=-3.48, Synergy_Loewe=-1.30, Synergy_HSA=-2.63. (2) Drug 1: CC(C1=C(C=CC(=C1Cl)F)Cl)OC2=C(N=CC(=C2)C3=CN(N=C3)C4CCNCC4)N. Drug 2: CCCS(=O)(=O)NC1=C(C(=C(C=C1)F)C(=O)C2=CNC3=C2C=C(C=N3)C4=CC=C(C=C4)Cl)F. Cell line: M14. Synergy scores: CSS=42.4, Synergy_ZIP=6.00, Synergy_Bliss=3.58, Synergy_Loewe=-10.2, Synergy_HSA=1.54. (3) Drug 1: CC1OCC2C(O1)C(C(C(O2)OC3C4COC(=O)C4C(C5=CC6=C(C=C35)OCO6)C7=CC(=C(C(=C7)OC)O)OC)O)O. Drug 2: C1=CC(=CC=C1C#N)C(C2=CC=C(C=C2)C#N)N3C=NC=N3. Cell line: NCI-H460. Synergy scores: CSS=37.6, Synergy_ZIP=2.41, Synergy_Bliss=1.38, Synergy_Loewe=-17.8, Synergy_HSA=-1.41. (4) Drug 1: CS(=O)(=O)CCNCC1=CC=C(O1)C2=CC3=C(C=C2)N=CN=C3NC4=CC(=C(C=C4)OCC5=CC(=CC=C5)F)Cl. Drug 2: C1CCC(C(C1)N)N.C(=O)(C(=O)[O-])[O-].[Pt+4]. Cell line: HCT-15. Synergy scores: CSS=46.9, Synergy_ZIP=-1.78, Synergy_Bliss=-1.79, Synergy_Loewe=-9.88, Synergy_HSA=-2.65. (5) Cell line: HCT-15. Drug 2: C1CC(=O)NC(=O)C1N2C(=O)C3=CC=CC=C3C2=O. Drug 1: C1=NC(=NC(=O)N1C2C(C(C(O2)CO)O)O)N. Synergy scores: CSS=24.7, Synergy_ZIP=-4.26, Synergy_Bliss=-5.29, Synergy_Loewe=-30.8, Synergy_HSA=-3.65.